From a dataset of Forward reaction prediction with 1.9M reactions from USPTO patents (1976-2016). Predict the product of the given reaction. (1) The product is: [Cl:12][C:8]1[CH:7]=[C:6]2[C:11]([C:2]([NH:30][CH:20]([CH2:19][CH2:18][CH2:17][CH2:16][N:15]([CH2:31][CH3:32])[CH2:13][CH3:14])[CH2:21][CH2:22][CH2:23][CH2:24][N:25]([CH2:28][CH3:29])[CH2:26][CH3:27])=[CH:3][CH:4]=[N:5]2)=[CH:10][CH:9]=1. Given the reactants Cl[C:2]1[C:11]2[C:6](=[CH:7][C:8]([Cl:12])=[CH:9][CH:10]=2)[N:5]=[CH:4][CH:3]=1.[CH2:13]([N:15]([CH2:31][CH3:32])[CH2:16][CH2:17][CH2:18][CH2:19][CH:20]([NH2:30])[CH2:21][CH2:22][CH2:23][CH2:24][N:25]([CH2:28][CH3:29])[CH2:26][CH3:27])[CH3:14].C([O-])(O)=O.[Na+], predict the reaction product. (2) Given the reactants [NH2:1][C:2]1[N:7]=[C:6]([C:8]2[CH:16]=[C:15]3[C:11]([C:12]([NH2:17])=[N:13][NH:14]3)=[CH:10][CH:9]=2)[CH:5]=[C:4](S(C)(=O)=O)[N:3]=1.[CH3:22][C:23]1[CH:28]=[CH:27][CH:26]=[CH:25][C:24]=1[CH2:29][CH2:30][NH2:31].CCN(C(C)C)C(C)C, predict the reaction product. The product is: [NH2:17][C:12]1[C:11]2[C:15](=[CH:16][C:8]([C:6]3[N:7]=[C:2]([NH2:1])[N:3]=[C:4]([NH:31][CH2:30][CH2:29][C:24]4[CH:25]=[CH:26][CH:27]=[CH:28][C:23]=4[CH3:22])[CH:5]=3)=[CH:9][CH:10]=2)[NH:14][N:13]=1.